This data is from Forward reaction prediction with 1.9M reactions from USPTO patents (1976-2016). The task is: Predict the product of the given reaction. (1) Given the reactants CC(C1C=CN=C(C2C=C(C(C)(C)C)C=CN=2)C=1)(C)C.[B:21]1([B:30]2[O:34][C:33]([CH3:36])([CH3:35])[C:32]([CH3:38])([CH3:37])[O:31]2)[O:25][C:24]([CH3:27])([CH3:26])[C:23]([CH3:29])([CH3:28])[O:22]1.[Cl:39][C:40]1[C:45]([F:46])=[CH:44][CH:43]=[CH:42][N:41]=1, predict the reaction product. The product is: [Cl:39][C:40]1[C:45]([F:46])=[C:44]([B:30]2[O:31][C:32]([CH3:37])([CH3:38])[C:33]([CH3:35])([CH3:36])[O:34]2)[CH:43]=[CH:42][N:41]=1.[Cl:39][C:40]1[C:45]([F:46])=[CH:44][C:43]([B:21]2[O:25][C:24]([CH3:27])([CH3:26])[C:23]([CH3:29])([CH3:28])[O:22]2)=[CH:42][N:41]=1. (2) Given the reactants C(OC([N:8]1[CH2:17][CH2:16][C:15]2[C:11](=[C:12](OS(C(F)(F)F)(=O)=O)[N:13]([CH:18]([CH2:21][CH3:22])[CH2:19][CH3:20])[N:14]=2)[CH2:10][CH2:9]1)=O)(C)(C)C.[S:31]1[CH:35]=[CH:34][C:33](B(O)O)=[CH:32]1, predict the reaction product. The product is: [CH2:21]([CH:18]([N:13]1[C:12]([C:33]2[CH:34]=[CH:35][S:31][CH:32]=2)=[C:11]2[C:15]([CH2:16][CH2:17][NH:8][CH2:9][CH2:10]2)=[N:14]1)[CH2:19][CH3:20])[CH3:22].